From a dataset of Reaction yield outcomes from USPTO patents with 853,638 reactions. Predict the reaction yield, written as a fraction of the theoretical maximum amount of product (1.0 means a 100% yield; for example, 0.34 means a 34% yield). (1) The reactants are [CH:1]([NH:4][CH:5]([CH3:7])C)([CH3:3])C.[Li][CH2:9][CH2:10][CH2:11][CH3:12].[NH:13]1[CH:17]=[C:16]([C:18]2[S:19][CH:20]=[CH:21][N:22]=2)[CH:15]=[N:14]1.C1C[O:26]CC1. The catalyst is C(C1C=CN=CC=1)(=O)C. The product is [NH:13]1[CH:17]=[C:16]([C:18]2[S:19][C:20]([C:11]([C:12]3[CH:3]=[CH:1][N:4]=[CH:5][CH:7]=3)([OH:26])[CH2:10][CH3:9])=[CH:21][N:22]=2)[CH:15]=[N:14]1. The yield is 0.350. (2) The yield is 0.560. The reactants are [C:1]([CH2:7][C:8]#[N:9])(=O)[C:2]([CH3:5])([CH3:4])[CH3:3].Cl.Cl.[Cl:12][C:13]1[CH:21]=[CH:20][C:16]([CH2:17][NH:18][NH2:19])=[CH:15][CH:14]=1.C(O)C. No catalyst specified. The product is [NH2:9][C:8]1[N:18]([CH2:17][C:16]2[CH:20]=[CH:21][C:13]([Cl:12])=[CH:14][CH:15]=2)[N:19]=[C:1]([C:2]([CH3:5])([CH3:4])[CH3:3])[CH:7]=1. (3) The reactants are [NH2:1][C@@H:2]1[C:11]2[C:6](=[CH:7][CH:8]=[CH:9][CH:10]=2)[C@H:5]([OH:12])[CH2:4][CH2:3]1.[H-].[Na+].F[C:16]1[CH:17]=[CH:18][C:19]2[N:20]([C:22]([N:25]([CH3:31])[CH2:26][CH2:27][N:28]([CH3:30])[CH3:29])=[N:23][N:24]=2)[CH:21]=1.N. The catalyst is CN(C=O)C.CO.C(Cl)Cl. The product is [NH2:1][C@@H:2]1[C:11]2[C:6](=[CH:7][CH:8]=[CH:9][CH:10]=2)[C@H:5]([O:12][C:16]2[CH:17]=[CH:18][C:19]3[N:20]([C:22]([N:25]([CH3:31])[CH2:26][CH2:27][N:28]([CH3:30])[CH3:29])=[N:23][N:24]=3)[CH:21]=2)[CH2:4][CH2:3]1. The yield is 0.460. (4) The reactants are CC1(C)C(C)(C)OB(C2C=CC(C3(C(OCC)=O)CC3)=CC=2)O1.BrC1C=CC(CCCOC)=CC=1.[CH3:36][O:37][CH2:38][CH2:39][CH2:40][C:41]1[CH:46]=[CH:45][C:44]([C:47]2[CH:52]=[CH:51][C:50]([C:53]3([C:56]([O:58]CC)=[O:57])[CH2:55][CH2:54]3)=[CH:49][CH:48]=2)=[CH:43][CH:42]=1.[OH-].[Li+]. The catalyst is O1CCCC1.C(O)C.O. The product is [CH3:36][O:37][CH2:38][CH2:39][CH2:40][C:41]1[CH:46]=[CH:45][C:44]([C:47]2[CH:52]=[CH:51][C:50]([C:53]3([C:56]([OH:58])=[O:57])[CH2:55][CH2:54]3)=[CH:49][CH:48]=2)=[CH:43][CH:42]=1. The yield is 0.840. (5) The reactants are [OH:1][C:2]1[CH:11]=[C:10]([OH:12])[C:9]([CH:13]([CH3:15])[CH3:14])=[CH:8][C:3]=1[C:4]([O:6][CH3:7])=[O:5].[C:16](=O)([O-])[O-].[K+].[K+].[CH2:22](Br)[CH:23]=[CH2:24].[C:26](#N)[CH3:27]. No catalyst specified. The product is [CH2:22]([O:1][C:2]1[CH:11]=[C:10]([O:12][CH2:16][CH:26]=[CH2:27])[C:9]([CH:13]([CH3:15])[CH3:14])=[CH:8][C:3]=1[C:4]([O:6][CH3:7])=[O:5])[CH:23]=[CH2:24]. The yield is 0.830. (6) The reactants are [CH3:1][O:2][C:3]([C:5]1[CH:6]=[C:7](B(O)O)[CH:8]=[CH:9][CH:10]=1)=[O:4].[NH:14]1[CH2:19][CH2:18][O:17][CH2:16][CH2:15]1.C(O)(=O)CCCCCCCCCCCCC. The catalyst is C1(C)C=CC=CC=1.C([O-])(=O)C.[Cu+2].C([O-])(=O)C. The product is [CH3:1][O:2][C:3](=[O:4])[C:5]1[CH:10]=[CH:9][CH:8]=[C:7]([N:14]2[CH2:19][CH2:18][O:17][CH2:16][CH2:15]2)[CH:6]=1. The yield is 0.730. (7) The reactants are Cl.Cl.[F:3][C:4]([F:25])([F:24])[C:5]1[CH:10]=[CH:9][C:8]([N:11]2[CH:15]=[CH:14][C:13]([CH2:16][N:17]3[CH2:22][CH2:21][CH:20]([NH2:23])[CH2:19][CH2:18]3)=[CH:12]2)=[CH:7][CH:6]=1.[Cl:26][C:27]1[CH:28]=[C:29](/[CH:33]=[CH:34]/[C:35](O)=[O:36])[CH:30]=[CH:31][CH:32]=1.CCN(C(C)C)C(C)C.CN(C(ON1N=NC2C=CC=NC1=2)=[N+](C)C)C.F[P-](F)(F)(F)(F)F. The catalyst is CN(C=O)C.CCOC(C)=O. The product is [Cl:26][C:27]1[CH:28]=[C:29](/[CH:33]=[CH:34]/[C:35]([NH:23][CH:20]2[CH2:21][CH2:22][N:17]([CH2:16][C:13]3[CH:14]=[CH:15][N:11]([C:8]4[CH:9]=[CH:10][C:5]([C:4]([F:3])([F:24])[F:25])=[CH:6][CH:7]=4)[CH:12]=3)[CH2:18][CH2:19]2)=[O:36])[CH:30]=[CH:31][CH:32]=1. The yield is 0.890. (8) The reactants are [Cl:1][C:2]1[C:7]([CH3:8])=[C:6](Cl)[N:5]=[CH:4][N:3]=1.[CH3:10][C:11]1[CH:16]=[CH:15][CH:14]=[CH:13][C:12]=1B(O)O.C(=O)([O-])[O-].[Cs+].[Cs+].C1(P(C2CCCCC2)C2CCCCC2)CCCCC1. The catalyst is C1C=CC(/C=C/C(/C=C/C2C=CC=CC=2)=O)=CC=1.C1C=CC(/C=C/C(/C=C/C2C=CC=CC=2)=O)=CC=1.C1C=CC(/C=C/C(/C=C/C2C=CC=CC=2)=O)=CC=1.[Pd].[Pd].O.O1CCOCC1.C1(C)C=CC=CC=1. The product is [Cl:1][C:2]1[C:7]([CH3:8])=[C:6]([C:12]2[CH:13]=[CH:14][CH:15]=[CH:16][C:11]=2[CH3:10])[N:5]=[CH:4][N:3]=1. The yield is 0.580.